From a dataset of Forward reaction prediction with 1.9M reactions from USPTO patents (1976-2016). Predict the product of the given reaction. The product is: [Br:8][C:9]1[CH:10]=[C:11]2[C:16](=[CH:17][CH:18]=1)[N:15]=[CH:14][C:13]([N+:19]([O-:21])=[O:20])=[C:12]2[NH:22][C:23]1[CH:28]=[CH:27][C:26]([N:5]2[CH2:6][CH2:7][N:2]([CH3:1])[CH2:3][CH2:4]2)=[CH:25][C:24]=1[Cl:30]. Given the reactants [CH3:1][N:2]1[CH2:7][CH2:6][NH:5][CH2:4][CH2:3]1.[Br:8][C:9]1[CH:10]=[C:11]2[C:16](=[CH:17][CH:18]=1)[N:15]=[CH:14][C:13]([N+:19]([O-:21])=[O:20])=[C:12]2[NH:22][C:23]1[CH:28]=[CH:27][C:26](F)=[CH:25][C:24]=1[Cl:30], predict the reaction product.